This data is from Forward reaction prediction with 1.9M reactions from USPTO patents (1976-2016). The task is: Predict the product of the given reaction. (1) The product is: [Cl:31][C:32]1[CH:37]=[CH:36][CH:35]=[CH:34][C:33]=1[C:8]1[C:9](=[O:10])[NH:4][C:5](=[O:24])[N:6]([CH2:12][C:13]2[C:18]([C:19]([F:22])([F:21])[F:20])=[CH:17][CH:16]=[CH:15][C:14]=2[F:23])[CH:7]=1. Given the reactants N[C@H](C1C=CC=CC=1)C[N:4]1[C:9](=[O:10])[C:8](Br)=[CH:7][N:6]([CH2:12][C:13]2[C:18]([C:19]([F:22])([F:21])[F:20])=[CH:17][CH:16]=[CH:15][C:14]=2[F:23])[C:5]1=[O:24].[Cl:31][C:32]1[CH:37]=[CH:36][CH:35]=[CH:34][C:33]=1B(O)O.C([O-])([O-])=O.[Na+].[Na+], predict the reaction product. (2) Given the reactants [NH2:1][C:2]1[CH:3]=[C:4]([CH:29]=[CH:30][CH:31]=1)[CH2:5][N:6]1[CH2:14][C:13]2[C:8](=[CH:9][CH:10]=[C:11]([C:15]3[CH:16]=[C:17]([CH:24]=[CH:25][C:26]=3[CH3:27])[C:18]([NH:20][CH:21]3[CH2:23][CH2:22]3)=[O:19])[CH:12]=2)[C:7]1=[O:28].N1C=CC=CC=1.[CH3:38][S:39](Cl)(=[O:41])=[O:40], predict the reaction product. The product is: [CH:21]1([NH:20][C:18](=[O:19])[C:17]2[CH:24]=[CH:25][C:26]([CH3:27])=[C:15]([C:11]3[CH:12]=[C:13]4[C:8](=[CH:9][CH:10]=3)[C:7](=[O:28])[N:6]([CH2:5][C:4]3[CH:29]=[CH:30][CH:31]=[C:2]([NH:1][S:39]([CH3:38])(=[O:41])=[O:40])[CH:3]=3)[CH2:14]4)[CH:16]=2)[CH2:22][CH2:23]1. (3) Given the reactants [Cl:1][C:2]1[CH:7]=[CH:6][N:5]=[C:4]([NH2:8])[CH:3]=1.C1C(=O)N([I:16])C(=O)C1, predict the reaction product. The product is: [Cl:1][C:2]1[C:7]([I:16])=[CH:6][N:5]=[C:4]([NH2:8])[CH:3]=1. (4) Given the reactants [F:1][C:2]1[CH:3]=[C:4]([NH:25][C:26]([C:28]2[S:29][CH:30]=[CH:31][CH:32]=2)=[NH:27])[CH:5]=[C:6]2[C:11]=1[N:10]([CH2:12][CH2:13][N:14](C)[C:15](=O)OC1C=CC=CC=1)[CH2:9][CH2:8][CH2:7]2.[OH-].[Na+], predict the reaction product. The product is: [F:1][C:2]1[CH:3]=[C:4]([NH:25][C:26]([C:28]2[S:29][CH:30]=[CH:31][CH:32]=2)=[NH:27])[CH:5]=[C:6]2[C:11]=1[N:10]([CH2:12][CH2:13][NH:14][CH3:15])[CH2:9][CH2:8][CH2:7]2. (5) Given the reactants B(Br)(Br)Br.[Cl:5][C:6]1[CH:7]=[CH:8][C:9]([O:22]C)=[C:10]([O:12][C:13]2[O:17][C:16]([C:18]([O:20][CH3:21])=[O:19])=[CH:15][CH:14]=2)[CH:11]=1, predict the reaction product. The product is: [Cl:5][C:6]1[CH:7]=[CH:8][C:9]([OH:22])=[C:10]([O:12][C:13]2[O:17][C:16]([C:18]([O:20][CH3:21])=[O:19])=[CH:15][CH:14]=2)[CH:11]=1. (6) Given the reactants [CH3:1][S:2]([O:5][CH2:6][CH2:7][O:8][C:9]1[CH:14]=[CH:13][C:12]([CH:15]=O)=[CH:11][CH:10]=1)(=[O:4])=[O:3].C(O)(=O)C.[NH2:21][CH2:22][C@@H:23]([C:25]1[C:33]2[S:32][C:31](=[O:34])[NH:30][C:29]=2[C:28]([OH:35])=[CH:27][CH:26]=1)[OH:24].C(O[BH-](OC(=O)C)OC(=O)C)(=O)C.[Na+].[C:50](O[C:50]([O:52][C:53]([CH3:56])([CH3:55])[CH3:54])=[O:51])([O:52][C:53]([CH3:56])([CH3:55])[CH3:54])=[O:51].C(=O)(O)[O-].[Na+], predict the reaction product. The product is: [CH3:1][S:2]([O:5][CH2:6][CH2:7][O:8][C:9]1[CH:10]=[CH:11][C:12]([CH2:15][N:21]([C:50]([O:52][C:53]([CH3:56])([CH3:55])[CH3:54])=[O:51])[CH2:22][C@H:23]([OH:24])[C:25]2[C:33]3[S:32][C:31](=[O:34])[NH:30][C:29]=3[C:28]([OH:35])=[CH:27][CH:26]=2)=[CH:13][CH:14]=1)(=[O:3])=[O:4]. (7) Given the reactants C(=O)([O-])[O-].[K+].[K+].C([O:10][CH:11]1[C:12]([OH:58])([CH3:57])[CH2:13][CH2:14][CH:15]([O:49][Si:50]([C:53]([CH3:56])([CH3:55])[CH3:54])([CH3:52])[CH3:51])[CH2:16][C:17]([O:19][CH:20](/[C:25](/[CH3:48])=[CH:26]/[CH:27]=[CH:28]/[CH:29]([CH3:47])[CH2:30][CH:31]2[O:46][CH:32]2[CH:33]([CH3:45])[CH:34]([O:37][Si:38]([C:41]([CH3:44])([CH3:43])[CH3:42])([CH3:40])[CH3:39])[CH2:35][CH3:36])[CH:21]([CH3:24])[CH:22]=[CH:23]1)=[O:18])(=O)C.C(O)(=O)C, predict the reaction product. The product is: [O:49]([CH:15]1[CH2:14][CH2:13][C:12]([OH:58])([CH3:57])[CH:11]([OH:10])[CH:23]=[CH:22][CH:21]([CH3:24])[CH:20](/[C:25](/[CH3:48])=[CH:26]/[CH:27]=[CH:28]/[CH:29]([CH3:47])[CH2:30][CH:31]2[O:46][CH:32]2[CH:33]([CH3:45])[CH:34]([O:37][Si:38]([C:41]([CH3:44])([CH3:43])[CH3:42])([CH3:40])[CH3:39])[CH2:35][CH3:36])[O:19][C:17](=[O:18])[CH2:16]1)[Si:50]([C:53]([CH3:56])([CH3:55])[CH3:54])([CH3:52])[CH3:51]. (8) Given the reactants Br[C:2]1[CH:3]=[C:4]2[C:9](=[C:10]([Cl:12])[CH:11]=1)[O:8][CH:7]([C:13]([F:16])([F:15])[F:14])[C:6]([C:17]([O:19][CH2:20][CH3:21])=[O:18])=[CH:5]2.C1(C)C=CC=CC=1P(C1C=CC=CC=1C)C1C=CC=CC=1C.C([O-])(=O)C.[Na+].[C:49]([NH2:53])(=[O:52])[CH:50]=[CH2:51], predict the reaction product. The product is: [NH2:53][C:49](=[O:52])/[CH:50]=[CH:51]/[C:2]1[CH:3]=[C:4]2[C:9](=[C:10]([Cl:12])[CH:11]=1)[O:8][CH:7]([C:13]([F:16])([F:15])[F:14])[C:6]([C:17]([O:19][CH2:20][CH3:21])=[O:18])=[CH:5]2.